The task is: Regression/Classification. Given a drug SMILES string, predict its absorption, distribution, metabolism, or excretion properties. Task type varies by dataset: regression for continuous measurements (e.g., permeability, clearance, half-life) or binary classification for categorical outcomes (e.g., BBB penetration, CYP inhibition). Dataset: cyp2c9_veith.. This data is from CYP2C9 inhibition data for predicting drug metabolism from PubChem BioAssay. (1) The compound is CCOC(=O)CCN1C(=O)[C@H]2CC[C@H]3/C(=N\OC/C=C(\C)CCC=C(C)C)C[C@@H](O)[C@@H](O)[C@@H]3[C@@H]2C1=O. The result is 0 (non-inhibitor). (2) The drug is COc1cc(NC(=O)c2ccccc2)c(OC)cc1NC(=O)CN1CCN(c2ccccn2)CC1. The result is 1 (inhibitor). (3) The compound is COc1ccc(-c2nc3cnc(Nc4cccc(OC)c4)nc3n(C3CC3)c2=O)cc1. The result is 0 (non-inhibitor). (4) The molecule is O=C(Nc1ccccc1)N1CC2(CCN(S(=O)(=O)c3ccccc3)CC2)C1. The result is 0 (non-inhibitor).